Predict which catalyst facilitates the given reaction. From a dataset of Catalyst prediction with 721,799 reactions and 888 catalyst types from USPTO. (1) Reactant: [O:1]1[CH2:4][C:3](=[CH:5][C:6]([O:8][CH3:9])=[O:7])[CH2:2]1. Product: [O:1]1[CH2:4][CH:3]([CH2:5][C:6]([O:8][CH3:9])=[O:7])[CH2:2]1. The catalyst class is: 19. (2) Reactant: [CH3:1][C:2]1[CH:3]=[C:4]([CH:6]=[C:7]([C:9]2[S:13][CH:12]=[N:11][CH:10]=2)[CH:8]=1)[NH2:5].C(=O)([O-])[O-].[Cs+].[Cs+].Cl[C:21]1[N:26]=[C:25]([CH:27]2[CH2:29][CH2:28]2)[CH:24]=[CH:23][N:22]=1.CC1(C)C2C(=C(P(C3C=CC=CC=3)C3C=CC=CC=3)C=CC=2)OC2C(P(C3C=CC=CC=3)C3C=CC=CC=3)=CC=CC1=2. Product: [CH:27]1([C:25]2[CH:24]=[CH:23][N:22]=[C:21]([NH:5][C:4]3[CH:6]=[C:7]([C:9]4[S:13][CH:12]=[N:11][CH:10]=4)[CH:8]=[C:2]([CH3:1])[CH:3]=3)[N:26]=2)[CH2:29][CH2:28]1. The catalyst class is: 584. (3) Product: [CH2:15]([O:1][C:2]1[CH:11]=[CH:10][C:5]2[CH2:6][O:7][B:8]([OH:9])[C:4]=2[CH:3]=1)[CH3:16]. Reactant: [OH:1][C:2]1[CH:11]=[CH:10][C:5]2[CH2:6][O:7][B:8]([OH:9])[C:4]=2[CH:3]=1.[H-].[Na+].Br[CH2:15][CH3:16].Cl. The catalyst class is: 3. (4) Reactant: [Cl:1][C:2]1[CH:3]=[C:4]([NH:12][C:13]2[C:18]([C:19]#[N:20])=[CH:17][N:16]=[CH:15][C:14]=2[C:21]2[O:22][C:23]3[CH:29]=[CH:28][C:27]([CH:30]=O)=[CH:26][C:24]=3[CH:25]=2)[C:5]([CH3:11])=[C:6]2[C:10]=1[NH:9][CH:8]=[CH:7]2.[CH3:32][N:33]1[CH2:38][CH2:37][NH:36][CH2:35][CH2:34]1.C(O)(=O)C.C(O[BH-](OC(=O)C)OC(=O)C)(=O)C.[Na+]. The catalyst class is: 242. Product: [Cl:1][C:2]1[CH:3]=[C:4]([NH:12][C:13]2[C:18]([C:19]#[N:20])=[CH:17][N:16]=[CH:15][C:14]=2[C:21]2[O:22][C:23]3[CH:29]=[CH:28][C:27]([CH2:30][N:36]4[CH2:37][CH2:38][N:33]([CH3:32])[CH2:34][CH2:35]4)=[CH:26][C:24]=3[CH:25]=2)[C:5]([CH3:11])=[C:6]2[C:10]=1[NH:9][CH:8]=[CH:7]2. (5) The catalyst class is: 36. Product: [F:1][C:2]1[CH:7]=[C:6]([I:8])[CH:5]=[CH:4][C:3]=1[NH:9][C:14]1[N:15]([CH3:36])[C:16](=[O:35])[C:17]([CH3:34])=[C:18]2[C:13]=1[C:12](=[O:37])[N:11]([CH2:38][C:39]1[CH:44]=[CH:43][C:42]([O:45][CH3:46])=[CH:41][CH:40]=1)[C:10](=[O:47])[N:19]2[C:20]1[CH:25]=[CH:24][CH:23]=[C:22]([C:26]([N:28]2[CH2:32][CH2:31][CH:30]([OH:33])[CH2:29]2)=[O:27])[CH:21]=1. Reactant: [F:1][C:2]1[CH:7]=[C:6]([I:8])[CH:5]=[CH:4][C:3]=1[N:9]1[C:14]2[N:15]([CH3:36])[C:16](=[O:35])[C:17]([CH3:34])=[C:18]([NH:19][C:20]3[CH:25]=[CH:24][CH:23]=[C:22]([C:26]([N:28]4[CH2:32][CH2:31][CH:30]([OH:33])[CH2:29]4)=[O:27])[CH:21]=3)[C:13]=2[C:12](=[O:37])[N:11]([CH2:38][C:39]2[CH:44]=[CH:43][C:42]([O:45][CH3:46])=[CH:41][CH:40]=2)[C:10]1=[O:47].C([O-])([O-])=O.[K+].[K+]. (6) Reactant: Cl[CH2:2][CH2:3][O:4][C:5]1[CH:6]=[C:7]([O:27][CH2:28][CH2:29][OH:30])[CH:8]=[C:9]2[C:13]=1[NH:12][N:11]=[C:10]2[S:14]([C:17]1[C:26]2[C:21](=[CH:22][CH:23]=[CH:24][CH:25]=2)[CH:20]=[CH:19][CH:18]=1)(=[O:16])=[O:15].C(N(CC)CC)C. Product: [C:17]1([S:14]([C:10]2[C:9]3[C:13]4[N:12]([CH2:2][CH2:3][O:4][C:5]=4[CH:6]=[C:7]([O:27][CH2:28][CH2:29][OH:30])[CH:8]=3)[N:11]=2)(=[O:16])=[O:15])[C:26]2[C:21](=[CH:22][CH:23]=[CH:24][CH:25]=2)[CH:20]=[CH:19][CH:18]=1. The catalyst class is: 18. (7) Reactant: C([O-])([O-])=O.[Cs+].[Cs+].[F:7][C:8]([F:17])([F:16])[C:9]1[CH:10]=[C:11]([SH:15])[CH:12]=[CH:13][CH:14]=1.CS(O[CH:23]1[CH2:28][CH2:27][O:26][CH:25]([C:29]2[CH:30]=[N:31][C:32]([Br:35])=[CH:33][CH:34]=2)[CH2:24]1)(=O)=O. Product: [Br:35][C:32]1[CH:33]=[CH:34][C:29]([CH:25]2[CH2:24][CH:23]([S:15][C:11]3[CH:12]=[CH:13][CH:14]=[C:9]([C:8]([F:7])([F:16])[F:17])[CH:10]=3)[CH2:28][CH2:27][O:26]2)=[CH:30][N:31]=1. The catalyst class is: 23. (8) Reactant: [CH:1]1([CH2:4][CH2:5][NH:6][C:7]([C:9]2[N:10]=[N:11][C:12]([N:15]3[CH2:20][CH:19]([CH3:21])[NH:18][CH:17]([CH3:22])[CH2:16]3)=[CH:13][CH:14]=2)=[O:8])[CH2:3][CH2:2]1.C(N(C(C)C)CC)(C)C.[F:32][C:33]([F:44])([F:43])[C:34]1[CH:42]=[CH:41][CH:40]=[CH:39][C:35]=1[C:36](Cl)=[O:37].O. Product: [CH:1]1([CH2:4][CH2:5][NH:6][C:7]([C:9]2[N:10]=[N:11][C:12]([N:15]3[CH2:20][CH:19]([CH3:21])[N:18]([C:36](=[O:37])[C:35]4[CH:39]=[CH:40][CH:41]=[CH:42][C:34]=4[C:33]([F:32])([F:43])[F:44])[CH:17]([CH3:22])[CH2:16]3)=[CH:13][CH:14]=2)=[O:8])[CH2:3][CH2:2]1. The catalyst class is: 4.